From a dataset of Full USPTO retrosynthesis dataset with 1.9M reactions from patents (1976-2016). Predict the reactants needed to synthesize the given product. (1) Given the product [Br:13][C:14]1[N:31]([CH2:32][O:33][CH2:34][CH2:35][Si:36]([CH3:39])([CH3:38])[CH3:37])[C:17]2[CH:18]=[N:19][N:20]([CH2:23][O:24][CH2:25][CH2:26][Si:27]([CH3:30])([CH3:29])[CH3:28])[C:21](=[O:22])[C:16]=2[C:15]=1[CH2:40][O:10][CH:6]1[CH2:9][CH2:8][CH2:7]1, predict the reactants needed to synthesize it. The reactants are: O1CCCC1.[CH:6]1([OH:10])[CH2:9][CH2:8][CH2:7]1.[H-].[Na+].[Br:13][C:14]1[N:31]([CH2:32][O:33][CH2:34][CH2:35][Si:36]([CH3:39])([CH3:38])[CH3:37])[C:17]2[CH:18]=[N:19][N:20]([CH2:23][O:24][CH2:25][CH2:26][Si:27]([CH3:30])([CH3:29])[CH3:28])[C:21](=[O:22])[C:16]=2[C:15]=1[CH2:40]Br. (2) The reactants are: [C:1]([O:5][C:6]([NH:8][CH2:9][CH:10]1[CH2:15][CH2:14][CH:13](C(O)=O)[CH2:12][CH2:11]1)=[O:7])([CH3:4])([CH3:3])[CH3:2].C1(P(N=[N+]=[N-])(C2C=CC=CC=2)=[O:26])C=CC=CC=1.C([N:38]([CH2:41]C)CC)C.[CH2:43]([OH:50])[C:44]1[CH:49]=[CH:48][CH:47]=[CH:46][CH:45]=1. Given the product [CH2:43]([O:50][C:41](=[O:26])[NH:38][CH:13]1[CH2:12][CH2:11][CH:10]([CH2:9][NH:8][C:6]([O:5][C:1]([CH3:2])([CH3:3])[CH3:4])=[O:7])[CH2:15][CH2:14]1)[C:44]1[CH:49]=[CH:48][CH:47]=[CH:46][CH:45]=1, predict the reactants needed to synthesize it. (3) The reactants are: I[C:2]1[CH:7]=[CH:6][CH:5]=[C:4]([CH3:8])[C:3]=1[CH3:9].[CH:10]([C:12]1[CH:17]=[CH:16][C:15](B(O)O)=[CH:14][CH:13]=1)=[O:11].C([O-])([O-])=O.[Na+].[Na+]. Given the product [CH3:9][C:3]1[C:4]([CH3:8])=[CH:5][CH:6]=[CH:7][C:2]=1[C:15]1[CH:16]=[CH:17][C:12]([CH:10]=[O:11])=[CH:13][CH:14]=1, predict the reactants needed to synthesize it. (4) The reactants are: C([O:8][CH2:9][C:10]1([C:15]([O:17][CH3:18])=[O:16])[CH2:14][CH2:13][CH2:12][O:11]1)C1C=CC=CC=1. Given the product [OH:8][CH2:9][C:10]1([C:15]([O:17][CH3:18])=[O:16])[CH2:14][CH2:13][CH2:12][O:11]1, predict the reactants needed to synthesize it. (5) Given the product [NH2:59][C:56]1[C:51]2[N:52]([C:41]([CH:42]3[CH2:47][CH2:46][CH2:43]3)=[N:40][C:39]=2[C:35]2[CH:36]=[CH:37][CH:38]=[C:33]([O:32][CH2:25][C:2]3[CH:7]=[CH:6][CH:5]=[CH:4][CH:3]=3)[C:34]=2[F:58])[CH:53]=[CH:54][N:55]=1, predict the reactants needed to synthesize it. The reactants are: C(O[C:2]1[C:7](F)=[C:6](CNC2C(Cl)=NC=CN=2)[CH:5]=[CH:4][CH:3]=1)[C:2]1[CH:7]=[CH:6][CH:5]=[CH:4][CH:3]=1.[CH2:25]([O:32][C:33]1[C:34]([F:58])=[C:35]([CH:39]([C:51]2[C:56](Cl)=[N:55][CH:54]=[CH:53][N:52]=2)[N:40]2C(=O)[C:47]3[C:42](=[CH:43]C=C[CH:46]=3)[C:41]2=O)[CH:36]=[CH:37][CH:38]=1)C1C=CC=CC=1.[NH2:59]N. (6) Given the product [Cl:1][C:2]1[CH:3]=[CH:4][C:5]([CH2:6][N:7]2[CH2:8][CH2:9][CH:10]([NH:13][CH2:19][C@:17]([OH:18])([CH3:16])[CH2:20][O:21][C:22]3[CH:27]=[CH:26][CH:25]=[CH:24][C:23]=3[NH:28][C:29](=[O:31])[CH3:30])[CH2:11][CH2:12]2)=[CH:14][CH:15]=1, predict the reactants needed to synthesize it. The reactants are: [Cl:1][C:2]1[CH:15]=[CH:14][C:5]([CH2:6][N:7]2[CH2:12][CH2:11][CH:10]([NH2:13])[CH2:9][CH2:8]2)=[CH:4][CH:3]=1.[CH3:16][C@:17]1([CH2:20][O:21][C:22]2[CH:27]=[CH:26][CH:25]=[CH:24][C:23]=2[NH:28][C:29](=[O:31])[CH3:30])[CH2:19][O:18]1.